This data is from Full USPTO retrosynthesis dataset with 1.9M reactions from patents (1976-2016). The task is: Predict the reactants needed to synthesize the given product. (1) Given the product [CH3:1][O:2][C:3]1[CH:4]=[C:5]2[C:10](=[CH:11][CH:12]=1)[C:9](=[O:13])[O:8][CH:7]=[CH:6]2, predict the reactants needed to synthesize it. The reactants are: [CH3:1][O:2][C:3]1[CH:4]=[C:5]2[C:10](=[CH:11][CH:12]=1)[C:9](=[O:13])[O:8][CH2:7][CH2:6]2.BrN1C(=O)CCC1=O.C(OOC(=O)C1C=CC=CC=1)(=O)C1C=CC=CC=1. (2) Given the product [Br:1][C:2]1[CH:7]=[CH:6][C:5]([CH:8]([C:19]2[CH:24]=[CH:23][C:22]([F:25])=[CH:21][CH:20]=2)[O:9][C@@H:10]([CH2:15][CH:16]([CH3:18])[CH3:17])[C:11]([OH:13])=[O:12])=[CH:4][CH:3]=1, predict the reactants needed to synthesize it. The reactants are: [Br:1][C:2]1[CH:7]=[CH:6][C:5]([CH:8]([C:19]2[CH:24]=[CH:23][C:22]([F:25])=[CH:21][CH:20]=2)[O:9][C@@H:10]([CH2:15][CH:16]([CH3:18])[CH3:17])[C:11]([O:13]C)=[O:12])=[CH:4][CH:3]=1.Cl. (3) Given the product [Cl:1][C:2]1[CH:3]=[C:4]([NH:5][C:35]([NH:43][C:44]2[S:48][N:47]=[C:46]([CH3:49])[CH:45]=2)=[O:41])[CH:6]=[CH:7][C:8]=1[O:9][C:10]1[C:19]2[C:14](=[CH:15][C:16]([O:22][CH3:23])=[C:17]([O:20][CH3:21])[CH:18]=2)[N:13]=[CH:12][N:11]=1, predict the reactants needed to synthesize it. The reactants are: [Cl:1][C:2]1[CH:3]=[C:4]([CH:6]=[CH:7][C:8]=1[O:9][C:10]1[C:19]2[C:14](=[CH:15][C:16]([O:22][CH3:23])=[C:17]([O:20][CH3:21])[CH:18]=2)[N:13]=[CH:12][N:11]=1)[NH2:5].C(N(CC)CC)C.ClC(Cl)(O[C:35](=[O:41])OC(Cl)(Cl)Cl)Cl.[NH2:43][C:44]1[S:48][N:47]=[C:46]([CH3:49])[CH:45]=1. (4) Given the product [CH3:30][O:29][C:27]([C:26]1[CH:31]=[CH:32][C:23]([C:20]2([NH:19][C:15]([CH:14]3[CH2:13][CH:12]4[CH:10]([CH2:11]4)[CH2:9][N:8]3[C:6]([O:5][C:1]([CH3:2])([CH3:3])[CH3:4])=[O:7])=[O:17])[CH2:21][CH2:22]2)=[CH:24][CH:25]=1)=[O:28], predict the reactants needed to synthesize it. The reactants are: [C:1]([O:5][C:6]([N:8]1[CH:14]([C:15]([OH:17])=O)[CH2:13][CH:12]2[CH:10]([CH2:11]2)[CH2:9]1)=[O:7])([CH3:4])([CH3:3])[CH3:2].Cl.[NH2:19][C:20]1([C:23]2[CH:32]=[CH:31][C:26]([C:27]([O:29][CH3:30])=[O:28])=[CH:25][CH:24]=2)[CH2:22][CH2:21]1.C1C=CC2N(O)N=NC=2C=1.